Task: Predict the product of the given reaction.. Dataset: Forward reaction prediction with 1.9M reactions from USPTO patents (1976-2016) (1) Given the reactants [BH4-].[Na+].[F:3][C:4]1[CH:9]=[CH:8][C:7]([C:10](=[O:32])[CH:11]([CH2:17][C:18]2[CH:23]=[CH:22][C:21]([CH3:24])=[C:20]([O:25][C:26]([F:31])([F:30])[CH:27]([F:29])[F:28])[CH:19]=2)[C:12]([O:14][CH2:15][CH3:16])=[O:13])=[CH:6][CH:5]=1.Cl.O, predict the reaction product. The product is: [F:3][C:4]1[CH:5]=[CH:6][C:7]([CH:10]([OH:32])[CH:11]([CH2:17][C:18]2[CH:23]=[CH:22][C:21]([CH3:24])=[C:20]([O:25][C:26]([F:31])([F:30])[CH:27]([F:29])[F:28])[CH:19]=2)[C:12]([O:14][CH2:15][CH3:16])=[O:13])=[CH:8][CH:9]=1. (2) Given the reactants [CH3:1][O:2][C:3]([C:5]1([CH3:10])[CH2:9][CH2:8][NH:7][CH2:6]1)=[O:4].[O:11]([C:18]1[CH:19]=[C:20]([CH:23]=[CH:24][CH:25]=1)[CH:21]=O)[C:12]1[CH:17]=[CH:16][CH:15]=[CH:14][CH:13]=1.C(O)(=O)C.C([BH3-])#N.[Na+], predict the reaction product. The product is: [CH3:1][O:2][C:3]([C:5]1([CH3:10])[CH2:9][CH2:8][N:7]([CH2:21][C:20]2[CH:23]=[CH:24][CH:25]=[C:18]([O:11][C:12]3[CH:17]=[CH:16][CH:15]=[CH:14][CH:13]=3)[CH:19]=2)[CH2:6]1)=[O:4]. (3) Given the reactants [CH3:1][O:2][CH2:3][CH2:4][O:5][CH2:6][CH2:7][O:8][C:9]1[N:14]=[C:13]([NH2:15])[N:12]=[C:11]([NH2:16])[C:10]=1[N:17]=O.[ClH:19], predict the reaction product. The product is: [ClH:19].[ClH:19].[CH3:1][O:2][CH2:3][CH2:4][O:5][CH2:6][CH2:7][O:8][C:9]1[N:14]=[C:13]([NH2:15])[N:12]=[C:11]([NH2:16])[C:10]=1[NH2:17]. (4) The product is: [N:67]1([C:72]2[CH:79]=[CH:78][C:75]([C:76]3[NH:42][C:39]4=[N:40][CH:41]=[C:36]([Br:35])[C:37]([N:46]5[CH2:51][CH2:50][N:49]([CH2:52][C:53]6[CH:54]=[N:55][CH:56]=[CH:57][CH:58]=6)[CH2:48][CH2:47]5)=[C:38]4[N:43]=3)=[CH:74][CH:73]=2)[CH:71]=[CH:70][CH:69]=[N:68]1. Given the reactants BrC1C(N2CCN(C(NC3C=CC=CC=3)=O)CC2)=C2N=C(C3C=CC(N(C)C)=CC=3)NC2=NC=1.[Br:35][C:36]1[C:37]([N:46]2[CH2:51][CH2:50][N:49]([CH2:52][C:53]3[CH:54]=[N:55][CH:56]=[CH:57][CH:58]=3)[CH2:48][CH2:47]2)=[C:38]([N+:43]([O-])=O)[C:39]([NH2:42])=[N:40][CH:41]=1.[O-]S(S([O-])=O)=O.[Na+].[Na+].[N:67]1([C:72]2[CH:79]=[CH:78][C:75]([CH:76]=O)=[CH:74][CH:73]=2)[CH:71]=[CH:70][CH:69]=[N:68]1, predict the reaction product. (5) Given the reactants C([N:8]1[CH2:13][C@@H:12]([O:14][C:15]([CH3:18])([CH3:17])[CH3:16])[CH2:11][C@H:10]([C:19]([O:21][CH3:22])=[O:20])[C@H:9]1[C:23]([O:25]CC1C=CC=CC=1)=[O:24])C1C=CC=CC=1.[H][H], predict the reaction product. The product is: [C:15]([O:14][C@@H:12]1[CH2:13][NH:8][C@H:9]([C:23]([OH:25])=[O:24])[C@@H:10]([C:19]([O:21][CH3:22])=[O:20])[CH2:11]1)([CH3:18])([CH3:17])[CH3:16]. (6) Given the reactants [F:1][C:2]([F:38])([F:37])[CH2:3][NH:4][C:5]([C:7]1([CH2:20][CH2:21][CH2:22][CH2:23][N:24]2[CH2:29][CH2:28][N:27](C(OC(C)(C)C)=O)[CH2:26][CH2:25]2)[C:19]2[CH:18]=[CH:17][CH:16]=[CH:15][C:14]=2[C:13]2[C:8]1=[CH:9][CH:10]=[CH:11][CH:12]=2)=[O:6].FC(F)(F)C(O)=O.[OH-].[Na+], predict the reaction product. The product is: [F:37][C:2]([F:1])([F:38])[CH2:3][NH:4][C:5]([C:7]1([CH2:20][CH2:21][CH2:22][CH2:23][N:24]2[CH2:25][CH2:26][NH:27][CH2:28][CH2:29]2)[C:8]2[CH:9]=[CH:10][CH:11]=[CH:12][C:13]=2[C:14]2[C:19]1=[CH:18][CH:17]=[CH:16][CH:15]=2)=[O:6]. (7) Given the reactants [C:1]1([S:7]([C:10]2[C@H:17]3[C@H:15]([O:16]3)[C@H:14]([CH3:18])[C@H:13]([O:19][Si:20]([C:23]([CH3:26])([CH3:25])[CH3:24])([CH3:22])[CH3:21])[C@@H:12]([CH3:27])[CH:11]=2)(=[O:9])=[O:8])[CH:6]=[CH:5][CH:4]=[CH:3][CH:2]=1.C1COCC1.CC(C[AlH]CC(C)C)C, predict the reaction product. The product is: [C:1]1([S:7]([C:10]2[CH2:17][C@H:15]([OH:16])[C@H:14]([CH3:18])[C@H:13]([O:19][Si:20]([C:23]([CH3:26])([CH3:25])[CH3:24])([CH3:21])[CH3:22])[C@@H:12]([CH3:27])[CH:11]=2)(=[O:8])=[O:9])[CH:2]=[CH:3][CH:4]=[CH:5][CH:6]=1. (8) Given the reactants [CH3:1][C@@H:2]1[O:7][C@@H:6]([O:8][C@@H:9]2[C:14]3=[C:15]([OH:32])[C:16]4[C:28](=[O:29])[C:27]5[C:22](=[CH:23][CH:24]=[CH:25][C:26]=5[O:30][CH3:31])[C:20](=[O:21])[C:17]=4[C:18]([OH:19])=[C:13]3[CH2:12][C@@:11]([OH:37])([C:33]([CH2:35][OH:36])=[O:34])[CH2:10]2)[CH2:5][C@H:4]([NH2:38])[C@@H:3]1[OH:39].Cl.[Na].N[C@H](C(O)=O)CS(=O)(O)=O, predict the reaction product. The product is: [CH3:1][C@@H:2]1[O:7][C@@H:6]([O:8][C@@H:9]2[C:14]3=[C:15]([OH:32])[C:16]4[C:28](=[O:29])[C:27]5[C:22](=[CH:23][CH:24]=[CH:25][C:26]=5[O:30][CH3:31])[C:20](=[O:21])[C:17]=4[C:18]([OH:19])=[C:13]3[CH2:12][C@@:11]([OH:37])([C:33]([CH2:35][OH:36])=[O:34])[CH2:10]2)[CH2:5][C@H:4]([NH2:38])[C@@H:3]1[OH:39]. (9) Given the reactants C[O:2][C:3]1[CH:8]=[C:7]([C:9]([C:11]2[CH:16]=[CH:15][CH:14]=[CH:13][CH:12]=2)=[O:10])[CH:6]=[CH:5][C:4]=1[C:17]1[CH:22]=[CH:21][CH:20]=[C:19]([CH3:23])[CH:18]=1.B(Br)(Br)Br, predict the reaction product. The product is: [OH:2][C:3]1[CH:8]=[C:7]([C:9]([C:11]2[CH:16]=[CH:15][CH:14]=[CH:13][CH:12]=2)=[O:10])[CH:6]=[CH:5][C:4]=1[C:17]1[CH:22]=[CH:21][CH:20]=[C:19]([CH3:23])[CH:18]=1. (10) Given the reactants [O:1]([CH2:8][CH2:9][S:10][CH2:11][C:12]([OH:14])=O)[C:2]1[CH:7]=[CH:6][CH:5]=[CH:4][CH:3]=1.CCOC1N(C(OCC)=O)C2C(=CC=CC=2)C=C1.[CH3:33][N:34]([CH2:36][C:37]1[N:38]([S:50]([CH3:53])(=[O:52])=[O:51])[C:39]2[C:44]([CH:45]=1)=[CH:43][CH:42]=[C:41]([C:46]([NH:48][NH2:49])=[O:47])[CH:40]=2)[CH3:35].O(CCSCC(NNC(C1C=CC2C=C(CN(C)C)OC=2C=1)=O)=O)C1C=CC=CC=1, predict the reaction product. The product is: [O:1]([CH2:8][CH2:9][S:10][CH2:11][C:12]([NH:49][NH:48][C:46]([C:41]1[CH:40]=[C:39]2[C:44]([CH:45]=[C:37]([CH2:36][N:34]([CH3:35])[CH3:33])[N:38]2[S:50]([CH3:53])(=[O:52])=[O:51])=[CH:43][CH:42]=1)=[O:47])=[O:14])[C:2]1[CH:3]=[CH:4][CH:5]=[CH:6][CH:7]=1.